Dataset: Reaction yield outcomes from USPTO patents with 853,638 reactions. Task: Predict the reaction yield, written as a fraction of the theoretical maximum amount of product (1.0 means a 100% yield; for example, 0.34 means a 34% yield). (1) The reactants are [CH3:1][C:2]1[CH:7]=[CH:6][CH:5]=[CH:4][C:3]=1B(O)O.Br[C:12]1[O:16][C:15]([CH:17]=[O:18])=[CH:14][CH:13]=1.C1(P(C2C=CC=CC=2)C2C=CC=CC=2)C=CC=CC=1.C(=O)(O)[O-].[Na+]. The catalyst is CC(O)=O.CC(O)=O.[Pd].C(O)C.C1(C)C=CC=CC=1. The product is [CH3:1][C:2]1[CH:7]=[CH:6][CH:5]=[CH:4][C:3]=1[C:12]1[O:16][C:15]([CH:17]=[O:18])=[CH:14][CH:13]=1. The yield is 0.869. (2) No catalyst specified. The reactants are [OH2:1].[NH2:2][NH2:3].ON1[C:9]2[CH:10]=[CH:11][CH:12]=[CH:13][C:8]=2N=N1.Cl.C(N=C=N[CH2:20][CH2:21][CH2:22]N(C)C)C.C(OC(N[C@H]1C[O:44][C@H:40]([C:41](O)=[O:42])[CH2:39][CH2:38]1)=O)C1C=CC=CC=1.C[N:47](C)[CH:48]=[O:49]. The yield is 0.860. The product is [C:48](=[O:49])([O:1][C@@H:22]1[CH2:38][CH2:39][C@@H:40]([C:41]([NH:2][NH2:3])=[O:42])[O:44][CH:21]1[CH2:20][C:8]1[CH:13]=[CH:12][CH:11]=[CH:10][CH:9]=1)[NH2:47]. (3) The reactants are Cl[CH2:2][C:3]1[CH:8]=[CH:7][C:6]([O:9][CH3:10])=[CH:5][C:4]=1[N+:11]([O-:13])=[O:12].[N+:14]([CH:17]([CH3:19])[CH3:18])([O-:16])=[O:15].[Li]. The catalyst is CN(P(N(C)C)(N(C)C)=O)C. The product is [CH3:10][O:9][C:6]1[CH:7]=[CH:8][C:3]([CH2:2][C:17]([CH3:19])([N+:14]([O-:16])=[O:15])[CH3:18])=[C:4]([N+:11]([O-:13])=[O:12])[CH:5]=1. The yield is 0.500. (4) The reactants are [CH2:1]([C:3]1[N:7]([C:8]2[N:16]=[C:15]3[C:11]([N:12]=[C:13]([C:18]4([O:22][CH3:23])[CH2:21][NH:20][CH2:19]4)[N:14]3[CH3:17])=[C:10]([N:24]3[CH2:29][CH2:28][O:27][CH2:26][CH2:25]3)[N:9]=2)[C:6]2[CH:30]=[CH:31][CH:32]=[CH:33][C:5]=2[N:4]=1)[CH3:2].[CH3:34][C:35]1([CH3:38])[CH2:37][O:36]1. The catalyst is CC#N. The product is [CH2:1]([C:3]1[N:7]([C:8]2[N:16]=[C:15]3[C:11]([N:12]=[C:13]([C:18]4([O:22][CH3:23])[CH2:21][N:20]([CH2:34][C:35]([CH3:38])([OH:36])[CH3:37])[CH2:19]4)[N:14]3[CH3:17])=[C:10]([N:24]3[CH2:29][CH2:28][O:27][CH2:26][CH2:25]3)[N:9]=2)[C:6]2[CH:30]=[CH:31][CH:32]=[CH:33][C:5]=2[N:4]=1)[CH3:2]. The yield is 0.270. (5) The reactants are [NH2:1][C@@H:2]([CH:6]([CH3:8])[CH3:7])[C:3]([OH:5])=[O:4].[OH-].[Na+].O.Cl[C:13]([O:15][CH3:16])=[O:14]. The catalyst is C1(C)C=CC=CC=1. The product is [CH3:16][O:15][C:13]([NH:1][C@@H:2]([CH:6]([CH3:8])[CH3:7])[C:3]([OH:5])=[O:4])=[O:14]. The yield is 0.816.